The task is: Predict the reactants needed to synthesize the given product.. This data is from Full USPTO retrosynthesis dataset with 1.9M reactions from patents (1976-2016). (1) The reactants are: [OH:1][CH2:2][C:3]1[CH:8]=[CH:7][C:6]([CH:9]2[CH2:15][CH:14]3[N:16]([C:17]([O:19][C:20]([CH3:23])([CH3:22])[CH3:21])=[O:18])[CH:11]([CH2:12][CH2:13]3)[CH:10]2[O:24][CH2:25][C:26]2[CH:35]=[CH:34][C:33]3[C:28](=[CH:29][CH:30]=[CH:31][CH:32]=3)[CH:27]=2)=[CH:5][CH:4]=1.[CH2:36]([O:43][CH2:44][CH2:45]I)[C:37]1[CH:42]=[CH:41][CH:40]=[CH:39][CH:38]=1. Given the product [CH2:36]([O:43][CH2:44][CH2:45][O:1][CH2:2][C:3]1[CH:8]=[CH:7][C:6]([CH:9]2[CH2:15][CH:14]3[N:16]([C:17]([O:19][C:20]([CH3:23])([CH3:22])[CH3:21])=[O:18])[CH:11]([CH2:12][CH2:13]3)[CH:10]2[O:24][CH2:25][C:26]2[CH:35]=[CH:34][C:33]3[C:28](=[CH:29][CH:30]=[CH:31][CH:32]=3)[CH:27]=2)=[CH:5][CH:4]=1)[C:37]1[CH:42]=[CH:41][CH:40]=[CH:39][CH:38]=1, predict the reactants needed to synthesize it. (2) Given the product [SH:2][C:5]1[N:10]([CH3:11])[C:9](=[O:12])[N:8]([CH3:13])[C:7](=[O:14])[CH:6]=1, predict the reactants needed to synthesize it. The reactants are: O.[SH-:2].[Na+].Cl[C:5]1[N:10]([CH3:11])[C:9](=[O:12])[N:8]([CH3:13])[C:7](=[O:14])[CH:6]=1. (3) The reactants are: [CH3:1][C:2]1O[C:4](=[O:15])[C:5]2[C:11]([N+:12]([O-:14])=[O:13])=[CH:10][CH:9]=[CH:8][C:6]=2[N:7]=1.Br.[NH2:17][C@@:18]1([CH3:26])[CH2:23][CH2:22][C:21](=[O:24])[NH:20][C:19]1=[O:25].N1C=CN=C1.C1(OP(OC2C=CC=CC=2)OC2C=CC=CC=2)C=CC=CC=1. Given the product [CH3:26][C@:18]1([N:17]2[C:4](=[O:15])[C:5]3[C:6](=[CH:8][CH:9]=[CH:10][C:11]=3[N+:12]([O-:14])=[O:13])[N:7]=[C:2]2[CH3:1])[CH2:23][CH2:22][C:21](=[O:24])[NH:20][C:19]1=[O:25], predict the reactants needed to synthesize it. (4) Given the product [C:1]([O:5][C@@H:6]1[CH2:11][N:10]([C:34]([O:36][CH3:37])=[O:35])[C@H:9]([C:12]([N:14]2[CH2:19][CH2:18][N:17]([C:20]3[CH:25]=[CH:24][CH:23]=[CH:22][CH:21]=3)[CH2:16][CH2:15]2)=[O:13])[C@@H:8]([C:26]([O:28][CH3:29])=[O:27])[CH2:7]1)([CH3:4])([CH3:3])[CH3:2], predict the reactants needed to synthesize it. The reactants are: [C:1]([O:5][C@@H:6]1[CH2:11][NH:10][C@H:9]([C:12]([N:14]2[CH2:19][CH2:18][N:17]([C:20]3[CH:25]=[CH:24][CH:23]=[CH:22][CH:21]=3)[CH2:16][CH2:15]2)=[O:13])[C@@H:8]([C:26]([O:28][CH3:29])=[O:27])[CH2:7]1)([CH3:4])([CH3:3])[CH3:2].C(Cl)Cl.Cl[C:34]([O:36][CH3:37])=[O:35]. (5) Given the product [ClH:39].[NH2:29][C:27]1[CH:26]=[CH:25][C:23]2[NH:24][C:19]([C:3]3[C:4](=[O:18])[C@:5]([CH3:17])([CH2:12][CH2:13][CH:14]([CH3:16])[CH3:15])[C:6]4[C:11]([C:2]=3[OH:1])=[CH:10][CH:9]=[CH:8][CH:7]=4)=[N:20][S:21](=[O:38])(=[O:37])[C:22]=2[CH:28]=1, predict the reactants needed to synthesize it. The reactants are: [OH:1][C:2]1[C:11]2[C:6](=[CH:7][CH:8]=[CH:9][CH:10]=2)[C@@:5]([CH3:17])([CH2:12][CH2:13][CH:14]([CH3:16])[CH3:15])[C:4](=[O:18])[C:3]=1[C:19]1[NH:24][C:23]2[CH:25]=[CH:26][C:27]([NH:29]C(=O)OC(C)(C)C)=[CH:28][C:22]=2[S:21](=[O:38])(=[O:37])[N:20]=1.[ClH:39]. (6) Given the product [ClH:56].[CH3:54][C:51]1([OH:53])[CH2:52][NH:49][CH2:50]1.[CH3:29][O:30][CH:19]1[CH2:18][NH:17][CH2:14]1, predict the reactants needed to synthesize it. The reactants are: FC1C=CC(F)=CC=1[C@H]1CCCN1[C:14]1[CH:19]=[CH:18][N:17]2N=[CH:14][C:19](N)=[C:18]2[N:17]=1.C1N=CN([C:29](N2C=NC=C2)=[O:30])C=1.C([N:49]1[CH2:52][C:51]([CH3:54])([OH:53])[CH2:50]1)(C1C=CC=CC=1)C1C=CC=CC=1.C(Cl)[Cl:56].